Dataset: Catalyst prediction with 721,799 reactions and 888 catalyst types from USPTO. Task: Predict which catalyst facilitates the given reaction. (1) Reactant: [N+:1]([C:4]1[CH:17]=[CH:16][C:7]([C:8]([CH2:10][C:11]([O:13]CC)=O)=O)=[CH:6][CH:5]=1)([O-:3])=[O:2].Cl.[C:19]([NH2:27])(=[NH:26])[C:20]1[CH:25]=[CH:24][CH:23]=[CH:22][CH:21]=1.[OH-].[K+]. Product: [N+:1]([C:4]1[CH:5]=[CH:6][C:7]([C:8]2[N:27]=[C:19]([C:20]3[CH:25]=[CH:24][CH:23]=[CH:22][CH:21]=3)[N:26]=[C:11]([OH:13])[CH:10]=2)=[CH:16][CH:17]=1)([O-:3])=[O:2]. The catalyst class is: 8. (2) Reactant: CCCP(=O)=O.[CH3:7][C:8]1[CH:13]=[CH:12][C:11]([NH2:14])=[CH:10][C:9]=1[NH:15][C:16]1[N:21]=[C:20]([C:22]2[CH:23]=[N:24][CH:25]=[CH:26][CH:27]=2)[CH:19]=[CH:18][N:17]=1.[CH3:28][C:29]1[N:37]=[CH:36][CH:35]=[CH:34][C:30]=1[C:31](O)=[O:32].C(N(CC)CC)C.C(=O)([O-])O.[Na+]. Product: [CH3:28][C:29]1[N:37]=[CH:36][CH:35]=[CH:34][C:30]=1[C:31]([NH:14][C:11]1[CH:12]=[CH:13][C:8]([CH3:7])=[C:9]([NH:15][C:16]2[N:21]=[C:20]([C:22]3[CH:23]=[N:24][CH:25]=[CH:26][CH:27]=3)[CH:19]=[CH:18][N:17]=2)[CH:10]=1)=[O:32]. The catalyst class is: 9.